Dataset: Catalyst prediction with 721,799 reactions and 888 catalyst types from USPTO. Task: Predict which catalyst facilitates the given reaction. (1) Reactant: [NH:1]1[C:9]2[C:4](=[CH:5][C:6]([N:10]3[CH2:15][CH2:14][O:13][CH2:12][CH2:11]3)=[CH:7][CH:8]=2)[CH:3]=[CH:2]1.[CH3:16][C:17]1[C:22](/[CH:23]=[CH:24]/[N+:25]([O-:27])=[O:26])=[CH:21][CH:20]=[CH:19][C:18]=1[NH:28][C:29](=[O:38])[O:30][CH2:31][C:32]1[CH:37]=[CH:36][CH:35]=[CH:34][CH:33]=1. Product: [CH3:16][C:17]1[C:22]([CH:23]([C:3]2[C:4]3[C:9](=[CH:8][CH:7]=[C:6]([N:10]4[CH2:15][CH2:14][O:13][CH2:12][CH2:11]4)[CH:5]=3)[NH:1][CH:2]=2)[CH2:24][N+:25]([O-:27])=[O:26])=[CH:21][CH:20]=[CH:19][C:18]=1[NH:28][C:29](=[O:38])[O:30][CH2:31][C:32]1[CH:33]=[CH:34][CH:35]=[CH:36][CH:37]=1. The catalyst class is: 1. (2) Reactant: [CH2:1]([O:8][C:9]1[CH:10]=[CH:11][C:12]([CH2:15]O)=[N:13][CH:14]=1)[C:2]1[CH:7]=[CH:6][CH:5]=[CH:4][CH:3]=1.[Br:17]N1C(=O)CCC1=O.C1(P(C2C=CC=CC=2)C2C=CC=CC=2)C=CC=CC=1. Product: [CH2:1]([O:8][C:9]1[CH:10]=[CH:11][C:12]([CH2:15][Br:17])=[N:13][CH:14]=1)[C:2]1[CH:7]=[CH:6][CH:5]=[CH:4][CH:3]=1. The catalyst class is: 4. (3) Reactant: [CH2:1]([C:4]([CH2:9]/[CH:10]=[CH:11]/[CH3:12])([CH2:7][OH:8])[CH2:5][OH:6])[CH:2]=[CH2:3].[CH3:13][C:14]([CH3:16])=O.C(OC)(OC)OC.S(=O)(=O)(O)O. Product: [CH2:1]([C:4]1([CH2:9]/[CH:10]=[CH:11]/[CH3:12])[CH2:5][O:6][C:14]([CH3:16])([CH3:13])[O:8][CH2:7]1)[CH:2]=[CH2:3]. The catalyst class is: 28. (4) Reactant: Br[C:2]1[CH:3]=[C:4]2[C:8](=[C:9]([Cl:11])[CH:10]=1)[C:7](=[O:12])[N:6]([CH2:13][C:14]1[CH:19]=[CH:18][C:17]([Cl:20])=[CH:16][CH:15]=1)[CH2:5]2.C(P(C(C)(C)C)C1C=CC2C(=CC=CC=2)C=1C1C2C(=CC=CC=2)C=CC=1)(C)(C)C.C(=O)([O-])[O-].[Cs+].[Cs+].[F:56][CH:57]([F:60])[CH2:58][OH:59]. Product: [F:56][CH:57]([F:60])[CH2:58][O:59][C:2]1[CH:3]=[C:4]2[C:8](=[C:9]([Cl:11])[CH:10]=1)[C:7](=[O:12])[N:6]([CH2:13][C:14]1[CH:19]=[CH:18][C:17]([Cl:20])=[CH:16][CH:15]=1)[CH2:5]2. The catalyst class is: 164. (5) Reactant: [O:1]=[C:2]1[N:25]([CH2:26][CH2:27][CH2:28][CH2:29][CH2:30][CH2:31][C:32]([OH:34])=[O:33])[C:6]2=[N:7][C:8]([C:18]3[CH:23]=[CH:22][C:21]([CH3:24])=[CH:20][CH:19]=3)=[C:9]([C:11]3[CH:16]=[CH:15][C:14]([CH3:17])=[CH:13][CH:12]=3)[N:10]=[C:5]2[CH2:4][CH2:3]1.C[Si]([N-][Si](C)(C)C)(C)C.[Li+].CC1(C)C23[C@@]4(ON4S(=O)(=[O:53])C2)C(Cl)(Cl)[C@H]1CC3. Product: [OH:53][CH:3]1[C:2](=[O:1])[N:25]([CH2:26][CH2:27][CH2:28][CH2:29][CH2:30][CH2:31][C:32]([OH:34])=[O:33])[C:6]2=[N:7][C:8]([C:18]3[CH:23]=[CH:22][C:21]([CH3:24])=[CH:20][CH:19]=3)=[C:9]([C:11]3[CH:12]=[CH:13][C:14]([CH3:17])=[CH:15][CH:16]=3)[N:10]=[C:5]2[CH2:4]1. The catalyst class is: 1. (6) Reactant: [C:1]1([C:7]2[O:11][N:10]=[C:9]([C:12](O)=[O:13])[C:8]=2[C:15]([F:18])([F:17])[F:16])[CH:6]=[CH:5][CH:4]=[CH:3][CH:2]=1.CN1CCOCC1.ClC(OCC(C)C)=O.[BH4-].[Na+]. Product: [C:1]1([C:7]2[O:11][N:10]=[C:9]([CH2:12][OH:13])[C:8]=2[C:15]([F:17])([F:18])[F:16])[CH:2]=[CH:3][CH:4]=[CH:5][CH:6]=1. The catalyst class is: 36. (7) Product: [F:20][C:14]1[C:15]([NH:31][C@H:32]2[CH2:37][CH2:36][CH2:35][C@@H:34]([NH:38][C:39](=[O:45])[O:40][C:41]([CH3:43])([CH3:42])[CH3:44])[CH2:33]2)=[N:16][C:11]([C:10]2[C:4]3[C:5](=[N:6][CH:7]=[C:2]([F:1])[CH:3]=3)[N:8]([S:21]([C:24]3[CH:29]=[CH:28][C:27]([CH3:30])=[CH:26][CH:25]=3)(=[O:23])=[O:22])[CH:9]=2)=[N:12][CH:13]=1. The catalyst class is: 1. Reactant: [F:1][C:2]1[CH:3]=[C:4]2[C:10]([C:11]3[N:16]=[C:15](S(C)=O)[C:14]([F:20])=[CH:13][N:12]=3)=[CH:9][N:8]([S:21]([C:24]3[CH:29]=[CH:28][C:27]([CH3:30])=[CH:26][CH:25]=3)(=[O:23])=[O:22])[C:5]2=[N:6][CH:7]=1.[NH2:31][C@H:32]1[CH2:37][CH2:36][CH2:35][C@@H:34]([NH:38][C:39](=[O:45])[O:40][C:41]([CH3:44])([CH3:43])[CH3:42])[CH2:33]1. (8) Reactant: [NH2:1][C:2]1[CH:3]=[C:4]([C:34]2[CH:39]=[CH:38][C:37]([F:40])=[C:36]([F:41])[CH:35]=2)[CH:5]=[CH:6][C:7]=1[C:8]([NH:10][C@H:11]([C:24]([O:26][CH2:27][C:28]1[CH:33]=[CH:32][CH:31]=[CH:30][CH:29]=1)=[O:25])[CH2:12][CH2:13][C:14]([O:16][CH2:17][C:18]1[CH:23]=[CH:22][CH:21]=[CH:20][CH:19]=1)=[O:15])=[O:9].[N:42]([C:45]1[C:50]([CH3:51])=[CH:49][C:48]([CH3:52])=[CH:47][C:46]=1[CH3:53])=[C:43]=[O:44]. Product: [F:41][C:36]1[CH:35]=[C:34]([C:4]2[CH:5]=[CH:6][C:7]([C:8]([NH:10][C@H:11]([C:24]([O:26][CH2:27][C:28]3[CH:29]=[CH:30][CH:31]=[CH:32][CH:33]=3)=[O:25])[CH2:12][CH2:13][C:14]([O:16][CH2:17][C:18]3[CH:19]=[CH:20][CH:21]=[CH:22][CH:23]=3)=[O:15])=[O:9])=[C:2]([NH:1][C:43]([NH:42][C:45]3[C:46]([CH3:53])=[CH:47][C:48]([CH3:52])=[CH:49][C:50]=3[CH3:51])=[O:44])[CH:3]=2)[CH:39]=[CH:38][C:37]=1[F:40]. The catalyst class is: 17. (9) Reactant: [N+:1]([C:4]1[CH:5]=[N:6][CH:7]=[CH:8][C:9]=1[C:10]1[CH2:15][C@H:14]([C:16]([F:19])([F:18])[F:17])[CH2:13][C@H:12](O)[CH:11]=1)([O-:3])=[O:2].CS(Cl)(=O)=O.[N-:26]=[N+:27]=[N-:28].[Na+]. Product: [N:26]([C@H:12]1[CH2:13][C@@H:14]([C:16]([F:19])([F:18])[F:17])[CH2:15][C:10]([C:9]2[CH:8]=[CH:7][N:6]=[CH:5][C:4]=2[N+:1]([O-:3])=[O:2])=[CH:11]1)=[N+:27]=[N-:28]. The catalyst class is: 91. (10) Reactant: [Cl:1][C:2]1[CH:17]=[CH:16][C:15]([F:18])=[CH:14][C:3]=1[CH2:4][N:5]1[C:10](=[O:11])[C:9]([CH3:12])=[N:8][NH:7][C:6]1=[S:13].[CH3:19]I.[OH-].[Na+]. Product: [Cl:1][C:2]1[CH:17]=[CH:16][C:15]([F:18])=[CH:14][C:3]=1[CH2:4][N:5]1[C:10](=[O:11])[C:9]([CH3:12])=[N:8][N:7]=[C:6]1[S:13][CH3:19]. The catalyst class is: 40.